This data is from Peptide-MHC class I binding affinity with 185,985 pairs from IEDB/IMGT. The task is: Regression. Given a peptide amino acid sequence and an MHC pseudo amino acid sequence, predict their binding affinity value. This is MHC class I binding data. (1) The peptide sequence is NTIVFGIYK. The MHC is HLA-A11:01 with pseudo-sequence HLA-A11:01. The binding affinity (normalized) is 0.355. (2) The peptide sequence is WTALMFAAY. The MHC is HLA-B58:01 with pseudo-sequence HLA-B58:01. The binding affinity (normalized) is 0.0847. (3) The peptide sequence is RPAADGKTV. The MHC is HLA-B51:01 with pseudo-sequence HLA-B51:01. The binding affinity (normalized) is 0.0847. (4) The peptide sequence is RLMRTNFLI. The MHC is HLA-B46:01 with pseudo-sequence HLA-B46:01. The binding affinity (normalized) is 0.0847. (5) The peptide sequence is AGVNVGEQY. The MHC is HLA-A02:03 with pseudo-sequence HLA-A02:03. The binding affinity (normalized) is 0.0744. (6) The peptide sequence is KLWASQIY. The MHC is HLA-B44:02 with pseudo-sequence HLA-B44:02. The binding affinity (normalized) is 0. (7) The peptide sequence is LLGLWGFAAL. The MHC is HLA-A02:03 with pseudo-sequence HLA-A02:03. The binding affinity (normalized) is 0.669.